This data is from Catalyst prediction with 721,799 reactions and 888 catalyst types from USPTO. The task is: Predict which catalyst facilitates the given reaction. (1) Reactant: [S:1](=[O:5])(=[O:4])([OH:3])[OH:2].[F:6][C:7]1[CH:12]=[CH:11][CH:10]=[CH:9][C:8]=1[N:13]1[C:21]2[C:16](=[CH:17][CH:18]=[CH:19][CH:20]=2)[C:15]([O:22][CH:23]2[CH2:28][CH2:27][NH:26][CH2:25][CH2:24]2)=[N:14]1.N#N.CC(OC)(C)C. Product: [S:1]([OH:5])([OH:4])(=[O:3])=[O:2].[F:6][C:7]1[CH:12]=[CH:11][CH:10]=[CH:9][C:8]=1[N:13]1[C:21]2[C:16](=[CH:17][CH:18]=[CH:19][CH:20]=2)[C:15]([O:22][CH:23]2[CH2:28][CH2:27][NH:26][CH2:25][CH2:24]2)=[N:14]1. The catalyst class is: 5. (2) Reactant: [Br:1][C:2]1[CH:3]=[C:4]([CH:23]=[CH:24][CH:25]=1)[CH2:5][N:6]1[C:14]2[C:13](=[O:15])[N:12]([CH3:16])[C:11](=[O:17])[N:10]([CH3:18])[C:9]=2[N:8]=[C:7]1[CH2:19][C:20]([OH:22])=O.C(N1C=CN=C1)(N1C=CN=C1)=O.[NH2:38][CH2:39][CH2:40][OH:41]. Product: [Br:1][C:2]1[CH:3]=[C:4]([CH:23]=[CH:24][CH:25]=1)[CH2:5][N:6]1[C:14]2[C:13](=[O:15])[N:12]([CH3:16])[C:11](=[O:17])[N:10]([CH3:18])[C:9]=2[N:8]=[C:7]1[CH2:19][C:20]([NH:38][CH2:39][CH2:40][OH:41])=[O:22]. The catalyst class is: 3. (3) Reactant: [CH2:1]([O:3][C:4](=[O:19])[C:5]1[CH:10]=[CH:9][C:8]([N:11]2[CH:15]=[C:14]([OH:16])[C:13]([C:17]#[N:18])=[CH:12]2)=[CH:7][CH:6]=1)[CH3:2].[CH2:20](Br)[C:21]1[CH:26]=[CH:25][CH:24]=[CH:23][CH:22]=1.C(=O)([O-])[O-].[Cs+].[Cs+].O. Product: [CH2:1]([O:3][C:4](=[O:19])[C:5]1[CH:6]=[CH:7][C:8]([N:11]2[CH:12]=[C:13]([C:17]#[N:18])[C:14]([O:16][CH2:20][C:21]3[CH:26]=[CH:25][CH:24]=[CH:23][CH:22]=3)=[CH:15]2)=[CH:9][CH:10]=1)[CH3:2]. The catalyst class is: 9. (4) Reactant: [C:1]([C:3](=[C:7]([S:10][CH3:11])SC)[C:4]([NH2:6])=[O:5])#[N:2].[Cl:12][C:13]1[CH:14]=[C:15]([CH:17]=[CH:18][CH:19]=1)[NH2:16]. Product: [Cl:12][C:13]1[CH:14]=[C:15]([NH:16][C:7]([S:10][CH3:11])=[C:3]([C:1]#[N:2])[C:4]([NH2:6])=[O:5])[CH:17]=[CH:18][CH:19]=1. The catalyst class is: 8.